This data is from Forward reaction prediction with 1.9M reactions from USPTO patents (1976-2016). The task is: Predict the product of the given reaction. The product is: [C:1]([NH:4][C:5]1[S:6][CH:7]=[C:8]([CH2:10][CH2:11][C:12]2[S:16][C:15]([C:17]([OH:19])=[O:18])=[CH:14][CH:13]=2)[N:9]=1)(=[O:3])[CH3:2]. Given the reactants [C:1]([NH:4][C:5]1[S:6][CH:7]=[C:8]([CH:10]=[CH:11][C:12]2[S:16][C:15]([C:17]([OH:19])=[O:18])=[CH:14][CH:13]=2)[N:9]=1)(=[O:3])[CH3:2], predict the reaction product.